Dataset: Forward reaction prediction with 1.9M reactions from USPTO patents (1976-2016). Task: Predict the product of the given reaction. Given the reactants [SH:1][C:2]1[CH:7]=[CH:6][CH:5]=[CH:4][N:3]=1.C(=O)([O-])[O-].[K+].[K+].[Cl:14][C:15]1[CH:16]=[C:17]([N+:22]([O-:24])=[O:23])[CH:18]=[CH:19][C:20]=1F, predict the reaction product. The product is: [Cl:14][C:15]1[CH:16]=[C:17]([N+:22]([O-:24])=[O:23])[CH:18]=[CH:19][C:20]=1[S:1][C:2]1[CH:7]=[CH:6][CH:5]=[CH:4][N:3]=1.